This data is from NCI-60 drug combinations with 297,098 pairs across 59 cell lines. The task is: Regression. Given two drug SMILES strings and cell line genomic features, predict the synergy score measuring deviation from expected non-interaction effect. (1) Drug 1: COC1=NC(=NC2=C1N=CN2C3C(C(C(O3)CO)O)O)N. Drug 2: C(CN)CNCCSP(=O)(O)O. Cell line: RXF 393. Synergy scores: CSS=-1.29, Synergy_ZIP=2.04, Synergy_Bliss=2.97, Synergy_Loewe=-0.204, Synergy_HSA=-0.772. (2) Drug 1: C1CCC(C1)C(CC#N)N2C=C(C=N2)C3=C4C=CNC4=NC=N3. Drug 2: CC1=CC2C(CCC3(C2CCC3(C(=O)C)OC(=O)C)C)C4(C1=CC(=O)CC4)C. Cell line: HOP-62. Synergy scores: CSS=-18.5, Synergy_ZIP=2.49, Synergy_Bliss=-11.1, Synergy_Loewe=-18.7, Synergy_HSA=-17.1. (3) Drug 1: C1CNP(=O)(OC1)N(CCCl)CCCl. Drug 2: C1CN(P(=O)(OC1)NCCCl)CCCl. Cell line: CAKI-1. Synergy scores: CSS=-8.50, Synergy_ZIP=6.49, Synergy_Bliss=3.44, Synergy_Loewe=-2.97, Synergy_HSA=-6.69. (4) Drug 1: CC1C(C(=O)NC(C(=O)N2CCCC2C(=O)N(CC(=O)N(C(C(=O)O1)C(C)C)C)C)C(C)C)NC(=O)C3=C4C(=C(C=C3)C)OC5=C(C(=O)C(=C(C5=N4)C(=O)NC6C(OC(=O)C(N(C(=O)CN(C(=O)C7CCCN7C(=O)C(NC6=O)C(C)C)C)C)C(C)C)C)N)C. Drug 2: C1CCC(C(C1)N)N.C(=O)(C(=O)[O-])[O-].[Pt+4]. Cell line: HT29. Synergy scores: CSS=42.4, Synergy_ZIP=-5.50, Synergy_Bliss=-6.32, Synergy_Loewe=-9.39, Synergy_HSA=0.114. (5) Drug 1: CC12CCC3C(C1CCC2O)C(CC4=C3C=CC(=C4)O)CCCCCCCCCS(=O)CCCC(C(F)(F)F)(F)F. Drug 2: CCN(CC)CCCC(C)NC1=C2C=C(C=CC2=NC3=C1C=CC(=C3)Cl)OC. Cell line: SNB-75. Synergy scores: CSS=14.1, Synergy_ZIP=-6.04, Synergy_Bliss=-4.59, Synergy_Loewe=-3.12, Synergy_HSA=-1.35. (6) Drug 1: C1=CC(=CC=C1CCCC(=O)O)N(CCCl)CCCl. Drug 2: CC1C(C(CC(O1)OC2CC(OC(C2O)C)OC3=CC4=CC5=C(C(=O)C(C(C5)C(C(=O)C(C(C)O)O)OC)OC6CC(C(C(O6)C)O)OC7CC(C(C(O7)C)O)OC8CC(C(C(O8)C)O)(C)O)C(=C4C(=C3C)O)O)O)O. Cell line: NCI-H322M. Synergy scores: CSS=3.14, Synergy_ZIP=12.1, Synergy_Bliss=5.65, Synergy_Loewe=5.18, Synergy_HSA=2.98. (7) Drug 1: C1=NC2=C(N1)C(=S)N=C(N2)N. Drug 2: C1C(C(OC1N2C=C(C(=O)NC2=O)F)CO)O. Cell line: HOP-92. Synergy scores: CSS=38.4, Synergy_ZIP=-5.20, Synergy_Bliss=-2.13, Synergy_Loewe=2.72, Synergy_HSA=3.78.